Predict the product of the given reaction. From a dataset of Forward reaction prediction with 1.9M reactions from USPTO patents (1976-2016). (1) Given the reactants [OH:1][C@@H:2]([C@H:4]1[C:25](=[O:26])[N:6]2[C@@H:7]([C:12]([O:14][CH2:15][C:16]3[CH:21]=[CH:20][C:19]([N+:22]([O-:24])=[O:23])=[CH:18][CH:17]=3)=[O:13])[C:8](=O)[C@H:9]([CH3:10])[C@H:5]12)[CH3:3].[N:27]([CH2:30][CH2:31][S:32][C:33]1[N:34]=[CH:35][N:36]2[CH:40]=[C:39]([Sn](CCCC)(CCCC)CCCC)[S:38][C:37]=12)=[N+:28]=[N-:29], predict the reaction product. The product is: [N:27]([CH2:30][CH2:31][S:32][C:33]1[N:34]=[CH:35][N:36]2[CH:40]=[C:39]([C:8]3[C@H:9]([CH3:10])[C@@H:5]4[C@@H:4]([C@H:2]([OH:1])[CH3:3])[C:25](=[O:26])[N:6]4[C:7]=3[C:12]([O:14][CH2:15][C:16]3[CH:21]=[CH:20][C:19]([N+:22]([O-:24])=[O:23])=[CH:18][CH:17]=3)=[O:13])[S:38][C:37]=12)=[N+:28]=[N-:29]. (2) Given the reactants C([N:8]1[C:16]2[CH:15]=[CH:14][N:13]=[C:12]([O:17][CH3:18])[C:11]=2[C:10]([C:19]2[CH:24]=[CH:23][C:22]([N:25]3[CH2:30][CH2:29][O:28][CH2:27][CH2:26]3)=[CH:21][CH:20]=2)=[N:9]1)C1C=CC=CC=1.CC(C)([O-])C.[K+].[Cl-].[NH4+], predict the reaction product. The product is: [CH3:18][O:17][C:12]1[C:11]2[C:10]([C:19]3[CH:20]=[CH:21][C:22]([N:25]4[CH2:30][CH2:29][O:28][CH2:27][CH2:26]4)=[CH:23][CH:24]=3)=[N:9][NH:8][C:16]=2[CH:15]=[CH:14][N:13]=1. (3) Given the reactants C([Cl:4])(=O)C.[NH2:5][C:6]1[CH:11]=[CH:10][CH:9]=[CH:8][C:7]=1[C:12]1[C:13]([C:19]#[N:20])=[N:14][N:15]([CH3:18])[C:16]=1[CH3:17], predict the reaction product. The product is: [ClH:4].[CH3:17][C:16]1[N:15]([CH3:18])[N:14]=[C:13]2[C:12]=1[C:7]1[CH:8]=[CH:9][CH:10]=[CH:11][C:6]=1[N:5]=[C:19]2[NH2:20]. (4) Given the reactants Cl.[NH2:2][CH2:3][CH2:4][N:5]([CH3:10])[S:6]([CH3:9])(=[O:8])=[O:7].[Br:11][C:12]1[CH:13]=[CH:14][C:15]([S:18](Cl)(=[O:20])=[O:19])=[N:16][CH:17]=1, predict the reaction product. The product is: [Br:11][C:12]1[CH:13]=[CH:14][C:15]([S:18]([NH:2][CH2:3][CH2:4][N:5]([CH3:10])[S:6]([CH3:9])(=[O:8])=[O:7])(=[O:20])=[O:19])=[N:16][CH:17]=1. (5) Given the reactants Br[C:2]1[CH:11]=[CH:10][C:9]2[N:8]=[CH:7][C:6]3[N:12]([CH3:23])[C:13](=[O:22])[N:14]([C:15]4[C:16]([CH3:21])=[N:17][N:18]([CH3:20])[CH:19]=4)[C:5]=3[C:4]=2[CH:3]=1.[N:24]1([C:29]2[CH:34]=[CH:33][C:32](B3OC(C)(C)C(C)(C)O3)=[CH:31][N:30]=2)[CH:28]=[CH:27][CH:26]=[N:25]1, predict the reaction product. The product is: [CH3:20][N:18]1[CH:19]=[C:15]([N:14]2[C:5]3[C:4]4[CH:3]=[C:2]([C:32]5[CH:31]=[N:30][C:29]([N:24]6[CH:28]=[CH:27][CH:26]=[N:25]6)=[CH:34][CH:33]=5)[CH:11]=[CH:10][C:9]=4[N:8]=[CH:7][C:6]=3[N:12]([CH3:23])[C:13]2=[O:22])[C:16]([CH3:21])=[N:17]1. (6) Given the reactants [C:1]([C:5]1[O:9][N:8]=[C:7]([NH:10][C:11]([NH:13][C:14]2[CH:19]=[CH:18][CH:17]=[C:16]([OH:20])[CH:15]=2)=[O:12])[CH:6]=1)([CH3:4])([CH3:3])[CH3:2].Cl[C:22]1[C:31]2[C:26](=[CH:27][C:28]([O:32][CH3:33])=[CH:29][CH:30]=2)[N:25]=[CH:24][N:23]=1.Cl.O1CCOCC1, predict the reaction product. The product is: [C:1]([C:5]1[O:9][N:8]=[C:7]([NH:10][C:11]([NH:13][C:14]2[CH:19]=[CH:18][CH:17]=[C:16]([O:20][C:22]3[C:31]4[C:26](=[CH:27][C:28]([O:32][CH3:33])=[CH:29][CH:30]=4)[N:25]=[CH:24][N:23]=3)[CH:15]=2)=[O:12])[CH:6]=1)([CH3:4])([CH3:2])[CH3:3]. (7) Given the reactants Cl[CH2:2][CH2:3][C@@H:4]([C:6]1[CH:11]=[CH:10][CH:9]=[CH:8][CH:7]=1)[OH:5].[CH3:12][CH:13]([CH3:29])[C:14]([NH:16][C:17]1[CH:22]=[CH:21][CH:20]=[C:19]([CH:23]2[CH2:28][CH2:27][NH:26][CH2:25][CH2:24]2)[CH:18]=1)=[O:15].C(N(C(C)C)CC)(C)C.N, predict the reaction product. The product is: [OH:5][C@H:4]([C:6]1[CH:11]=[CH:10][CH:9]=[CH:8][CH:7]=1)[CH2:3][CH2:2][N:26]1[CH2:27][CH2:28][CH:23]([C:19]2[CH:18]=[C:17]([NH:16][C:14](=[O:15])[CH:13]([CH3:12])[CH3:29])[CH:22]=[CH:21][CH:20]=2)[CH2:24][CH2:25]1. (8) The product is: [ClH:1].[Cl:1][C:2]1[CH:3]=[C:4]([C@@H:8]([OH:35])[CH2:9][NH:10][CH2:11][CH2:12][C:13]2[CH:14]=[CH:15][C:16]([S:19]([C:22]3[CH:23]=[CH:24][C:25]([O:26][CH2:27][C:28]([O:30][CH2:31][CH3:32])=[O:29])=[CH:33][CH:34]=3)(=[O:20])=[O:21])=[CH:17][CH:18]=2)[CH:5]=[CH:6][CH:7]=1. Given the reactants [Cl:1][C:2]1[CH:3]=[C:4]([C@@H:8]([OH:35])[CH2:9][NH:10][CH2:11][CH2:12][C:13]2[CH:18]=[CH:17][C:16]([S:19]([C:22]3[CH:34]=[CH:33][C:25]([O:26][CH2:27][C:28]([O:30][CH2:31][CH3:32])=[O:29])=[CH:24][CH:23]=3)(=[O:21])=[O:20])=[CH:15][CH:14]=2)[CH:5]=[CH:6][CH:7]=1.Cl, predict the reaction product. (9) Given the reactants [CH3:1][C:2]1[N:6]=[C:5]([CH3:7])[N:4]([C:8]2[CH:13]=[C:12]([CH:14]=[CH2:15])[N:11]=[C:10]([CH3:16])[N:9]=2)[N:3]=1.Cl[C:18]1[CH:27]=[CH:26][C:25]2[C:20](=[CH:21][CH:22]=[CH:23][CH:24]=2)[N:19]=1.C(N(CC)CC)C, predict the reaction product. The product is: [CH3:1][C:2]1[N:6]=[C:5]([CH3:7])[N:4]([C:8]2[N:9]=[C:10]([CH3:16])[N:11]=[C:12](/[CH:14]=[CH:15]/[C:18]3[CH:27]=[CH:26][C:25]4[C:20](=[CH:21][CH:22]=[CH:23][CH:24]=4)[N:19]=3)[CH:13]=2)[N:3]=1. (10) Given the reactants [CH3:1][N:2]1[C:6]2=[CH:7][CH:8]=[C:9]3[C:14]([N:13]=[C:12](Cl)[N:11]=[C:10]3[N:16]3[CH2:21][CH2:20][O:19][CH2:18][CH2:17]3)=[C:5]2[CH:4]=[CH:3]1.[NH2:22][C:23]1[CH:24]=[C:25](B(O)O)[CH:26]=[CH:27][CH:28]=1.C([O-])([O-])=O.[Na+].[Na+], predict the reaction product. The product is: [CH3:1][N:2]1[C:6]2=[CH:7][CH:8]=[C:9]3[C:14]([N:13]=[C:12]([C:27]4[CH:28]=[C:23]([CH:24]=[CH:25][CH:26]=4)[NH2:22])[N:11]=[C:10]3[N:16]3[CH2:21][CH2:20][O:19][CH2:18][CH2:17]3)=[C:5]2[CH:4]=[CH:3]1.